Task: Predict the product of the given reaction.. Dataset: Forward reaction prediction with 1.9M reactions from USPTO patents (1976-2016) (1) Given the reactants [N+:1]([C:4]1[CH:5]=[C:6]([C@@H:10]([NH2:12])[CH3:11])[CH:7]=[CH:8][CH:9]=1)([O-])=O.[H][H], predict the reaction product. The product is: [NH2:12][C@H:10]([C:6]1[CH:5]=[C:4]([CH:9]=[CH:8][CH:7]=1)[NH2:1])[CH3:11]. (2) Given the reactants [CH2:1]([S:3]([N:6]1[C:18]2[CH2:17][CH2:16][C@@H:15]([CH:19]3[CH2:24][CH2:23][O:22][CH2:21][CH2:20]3)[CH2:14][C:13]=2[C:12]2[C:7]1=[CH:8][CH:9]=[C:10]([C:25](OC)=[O:26])[CH:11]=2)(=[O:5])=[O:4])[CH3:2].[OH-].[Li+].C(N(CC)C(C)C)(C)C.FC(F)(F)C([O-])=O.[CH2:47]([NH2+:49][CH2:50][C:51]([NH:53][CH2:54][CH2:55][OH:56])=[O:52])[CH3:48].CN(C(ON1N=NC2C=CC=NC1=2)=[N+](C)C)C.F[P-](F)(F)(F)(F)F, predict the reaction product. The product is: [CH2:47]([N:49]([CH2:50][C:51]([NH:53][CH2:54][CH2:55][OH:56])=[O:52])[C:25]([C:10]1[CH:11]=[C:12]2[C:7](=[CH:8][CH:9]=1)[N:6]([S:3]([CH2:1][CH3:2])(=[O:4])=[O:5])[C:18]1[CH2:17][CH2:16][C@@H:15]([CH:19]3[CH2:24][CH2:23][O:22][CH2:21][CH2:20]3)[CH2:14][C:13]2=1)=[O:26])[CH3:48]. (3) Given the reactants [Cl:1][C:2]1[CH:3]=[C:4]2[C:8](=[CH:9][CH:10]=1)[NH:7][C:6]1[CH:11]([CH3:16])[N:12]([CH3:15])[CH2:13][CH2:14][C:5]2=1.N1CCC[C@H]1C(O)=O.[O-]P([O-])([O-])=O.[K+].[K+].[K+].Br[CH:34]=[C:35]([C:37]1[CH:42]=[CH:41][C:40]([Cl:43])=[C:39]([Cl:44])[CH:38]=1)[CH3:36], predict the reaction product. The product is: [Cl:1][C:2]1[CH:3]=[C:4]2[C:8](=[CH:9][CH:10]=1)[N:7]([CH:34]=[C:35]([C:37]1[CH:42]=[CH:41][C:40]([Cl:43])=[C:39]([Cl:44])[CH:38]=1)[CH3:36])[C:6]1[CH:11]([CH3:16])[N:12]([CH3:15])[CH2:13][CH2:14][C:5]2=1. (4) Given the reactants [N+:1]([C:4]1[CH:8]=[C:7]([CH2:9][OH:10])[NH:6][N:5]=1)([O-:3])=[O:2].C([O-])([O-])=O.[Cs+].[Cs+].[CH3:17][CH:18]1[CH2:20][O:19]1, predict the reaction product. The product is: [OH:10][CH2:9][C:7]1[N:6]([CH2:17][CH:18]([OH:19])[CH3:20])[N:5]=[C:4]([N+:1]([O-:3])=[O:2])[CH:8]=1. (5) The product is: [Br:1][C:2]1[CH:7]=[CH:6][C:5]([O:8][CH2:12][CH2:13][CH3:14])=[CH:4][C:3]=1[O:9][CH3:10]. Given the reactants [Br:1][C:2]1[CH:7]=[CH:6][C:5]([OH:8])=[CH:4][C:3]=1[O:9][CH3:10].Br[CH2:12][CH2:13][CH3:14].C([O-])([O-])=O.[K+].[K+], predict the reaction product. (6) Given the reactants [Br:1][C:2]1[C:3]2[CH:13]([CH2:14][CH2:15][C:16]3[CH:21]=[CH:20][CH:19]=[CH:18][CH:17]=3)[CH2:12][CH2:11][C:4]=2[NH:5][C:6]=1[C:7]([O:9]C)=[O:8].O.[OH-].[Li+].CO, predict the reaction product. The product is: [Br:1][C:2]1[C:3]2[CH:13]([CH2:14][CH2:15][C:16]3[CH:17]=[CH:18][CH:19]=[CH:20][CH:21]=3)[CH2:12][CH2:11][C:4]=2[NH:5][C:6]=1[C:7]([OH:9])=[O:8].